Dataset: Catalyst prediction with 721,799 reactions and 888 catalyst types from USPTO. Task: Predict which catalyst facilitates the given reaction. (1) Reactant: [Na+].[CH2:2]([O:9][C:10]1[CH:11]=[C:12]([CH2:16][S:17]([O-:20])(=O)=[O:18])[CH:13]=[CH:14][CH:15]=1)[C:3]1[CH:8]=[CH:7][CH:6]=[CH:5][CH:4]=1.CN(C)C=O.C(Cl)(=O)C([Cl:29])=O. Product: [CH2:2]([O:9][C:10]1[CH:11]=[C:12]([CH2:16][S:17]([Cl:29])(=[O:20])=[O:18])[CH:13]=[CH:14][CH:15]=1)[C:3]1[CH:8]=[CH:7][CH:6]=[CH:5][CH:4]=1. The catalyst class is: 165. (2) Reactant: C(OC([N:11]1[C:20]2[C:15](=[CH:16][C:17]([CH3:22])=[N:18][C:19]=2[CH3:21])[C:14](=[O:23])[CH2:13][CH:12]1[CH2:24][CH3:25])=O)C1C=CC=CC=1.C([O-])=O.[NH4+]. Product: [CH2:24]([CH:12]1[CH2:13][C:14](=[O:23])[C:15]2[C:20](=[C:19]([CH3:21])[N:18]=[C:17]([CH3:22])[CH:16]=2)[NH:11]1)[CH3:25]. The catalyst class is: 19. (3) Reactant: [CH3:1][NH:2][C:3]1[C:11]([N+:12]([O-])=O)=[CH:10][CH:9]=[CH:8][C:4]=1[C:5]([OH:7])=[O:6].[H][H]. Product: [NH2:12][C:11]1[C:3]([NH:2][CH3:1])=[C:4]([CH:8]=[CH:9][CH:10]=1)[C:5]([OH:7])=[O:6]. The catalyst class is: 591. (4) Reactant: Br[C:2]1[N:3]=[CH:4][N:5]([N:7]([CH2:15][CH3:16])[C:8](=[O:14])[O:9][C:10]([CH3:13])([CH3:12])[CH3:11])[CH:6]=1.[N:17]1[CH:22]=[CH:21][CH:20]=[C:19](B(O)O)[CH:18]=1.C([O-])([O-])=O.[K+].[K+].O. Product: [CH2:15]([N:7]([N:5]1[CH:6]=[C:2]([C:19]2[CH:18]=[N:17][CH:22]=[CH:21][CH:20]=2)[N:3]=[CH:4]1)[C:8](=[O:14])[O:9][C:10]([CH3:13])([CH3:12])[CH3:11])[CH3:16]. The catalyst class is: 780. (5) Reactant: [Cl:1][C:2]1[C:7]([NH:8][CH2:9][C:10]2[CH:15]=[C:14]([C:16]3[CH:21]=[CH:20][CH:19]=[C:18]([F:22])[CH:17]=3)[CH:13]=[CH:12][C:11]=2[F:23])=[C:6]([Cl:24])[CH:5]=[CH:4][C:3]=1[OH:25].C([O-])([O-])=O.[K+].[K+].Br[CH2:33][C:34]([O:36][CH2:37][CH3:38])=[O:35]. Product: [Cl:1][C:2]1[C:7]([NH:8][CH2:9][C:10]2[CH:15]=[C:14]([C:16]3[CH:21]=[CH:20][CH:19]=[C:18]([F:22])[CH:17]=3)[CH:13]=[CH:12][C:11]=2[F:23])=[C:6]([Cl:24])[CH:5]=[CH:4][C:3]=1[O:25][CH2:33][C:34]([O:36][CH2:37][CH3:38])=[O:35]. The catalyst class is: 3.